This data is from Reaction yield outcomes from USPTO patents with 853,638 reactions. The task is: Predict the reaction yield, written as a fraction of the theoretical maximum amount of product (1.0 means a 100% yield; for example, 0.34 means a 34% yield). The reactants are C[O:2][C:3](=[O:34])[CH:4]([NH:12][C:13]([C:15]1[S:16][C:17]([C:20]2[CH:25]=[CH:24][C:23]([O:26][CH2:27][C:28]3[CH:33]=[CH:32][CH:31]=[CH:30][CH:29]=3)=[CH:22][CH:21]=2)=[CH:18][CH:19]=1)=[O:14])[CH2:5][C:6]1[CH:11]=[CH:10][CH:9]=[CH:8][CH:7]=1.O.[OH-].[Li+]. The catalyst is CO.O.C1COCC1. The product is [CH2:27]([O:26][C:23]1[CH:22]=[CH:21][C:20]([C:17]2[S:16][C:15]([C:13]([NH:12][CH:4]([CH2:5][C:6]3[CH:7]=[CH:8][CH:9]=[CH:10][CH:11]=3)[C:3]([OH:34])=[O:2])=[O:14])=[CH:19][CH:18]=2)=[CH:25][CH:24]=1)[C:28]1[CH:29]=[CH:30][CH:31]=[CH:32][CH:33]=1. The yield is 0.900.